Dataset: Catalyst prediction with 721,799 reactions and 888 catalyst types from USPTO. Task: Predict which catalyst facilitates the given reaction. (1) Reactant: [CH2:1]([C:3]1[CH:4]=[CH:5][C:6]([F:15])=[C:7]([N:9]2[CH2:14][CH2:13][O:12][CH2:11][CH2:10]2)[CH:8]=1)[CH3:2].CN(CCN(CCN(C)C)C)C.[Li]CCCC.CN([CH:36]=[O:37])C. Product: [CH2:1]([C:3]1[CH:8]=[C:7]([N:9]2[CH2:14][CH2:13][O:12][CH2:11][CH2:10]2)[C:6]([F:15])=[C:5]([CH:4]=1)[CH:36]=[O:37])[CH3:2]. The catalyst class is: 1. (2) Reactant: [Br:1][C:2]1[CH:42]=[CH:41][C:5]([CH2:6][C:7]2[S:8][C:9]([CH3:40])=[C:10]([CH3:39])[C:11]=2[C:12]([C:14]2[CH:33]=[CH:32][C:17]([O:18][S:19]([C:22]3[CH:30]=[CH:29][C:25]([C:26]([OH:28])=[O:27])=[C:24]([OH:31])[CH:23]=3)(=[O:21])=[O:20])=[C:16]([CH:34]3[CH2:38][CH2:37][CH2:36][CH2:35]3)[CH:15]=2)=[O:13])=[CH:4][CH:3]=1.[I-].[Mg+2].[I-].[C:46](OC(=O)C)(=[O:48])[CH3:47]. Product: [C:46]([O:31][C:24]1[CH:23]=[C:22]([S:19]([O:18][C:17]2[CH:32]=[CH:33][C:14]([C:12]([C:11]3[C:10]([CH3:39])=[C:9]([CH3:40])[S:8][C:7]=3[CH2:6][C:5]3[CH:4]=[CH:3][C:2]([Br:1])=[CH:42][CH:41]=3)=[O:13])=[CH:15][C:16]=2[CH:34]2[CH2:35][CH2:36][CH2:37][CH2:38]2)(=[O:21])=[O:20])[CH:30]=[CH:29][C:25]=1[C:26]([OH:28])=[O:27])(=[O:48])[CH3:47]. The catalyst class is: 28. (3) The catalyst class is: 1. Product: [C:4]1([C:8]2[CH:13]=[CH:12][CH:11]=[CH:10][CH:9]=2)[CH:5]=[CH:6][CH:7]=[C:2]([CH:22]=[O:23])[CH:3]=1. Reactant: Br[C:2]1[CH:7]=[CH:6][CH:5]=[C:4]([C:8]2[CH:13]=[CH:12][CH:11]=[CH:10][CH:9]=2)[CH:3]=1.C([Li])(C)(C)C.CN([CH:22]=[O:23])C. (4) Reactant: O(C)[Na].[NH2:4][OH:5].[Cl:6][C:7]1[CH:12]=[C:11]([N:13]2[C:18](=[O:19])[NH:17][C:16](=[O:20])[CH:15]=[N:14]2)[CH:10]=[CH:9][C:8]=1[CH:21]([C:24]1[CH:29]=[CH:28][C:27]([Cl:30])=[CH:26][CH:25]=1)[C:22]#[N:23]. Product: [Cl:6][C:7]1[CH:12]=[C:11]([N:13]2[C:18](=[O:19])[NH:17][C:16](=[O:20])[CH:15]=[N:14]2)[CH:10]=[CH:9][C:8]=1[CH:21]([C:24]1[CH:25]=[CH:26][C:27]([Cl:30])=[CH:28][CH:29]=1)[C:22](=[N:4][OH:5])[NH2:23]. The catalyst class is: 8. (5) Reactant: C[O:2][C:3](=[O:94])[CH2:4][N:5]([CH3:93])[C:6](=[O:92])[C@H:7]([C@H:89]([OH:91])[CH3:90])[NH:8][C:9](=[O:88])[C@H:10]([C@H:80]([OH:87])[C@H:81]([CH3:86])[CH2:82]/[CH:83]=[CH:84]/[CH3:85])[N:11]([CH3:79])[C:12](=[O:78])[C@H:13]([CH:75]([CH3:77])[CH3:76])[N:14]([CH3:74])[C:15](=[O:73])[C@H:16]([CH2:69][CH:70]([CH3:72])[CH3:71])[NH:17][C:18](=[O:68])[C@H:19]([CH2:64][CH:65]([CH3:67])[CH3:66])[N:20]([CH3:63])[C:21](=[O:62])[C@@H:22]([CH3:61])[NH:23][C:24](=[O:60])[C@H:25]([CH3:59])[NH:26][C:27](=[O:58])[C@H:28]([CH2:54][CH:55]([CH3:57])[CH3:56])[N:29]([CH3:53])[C:30](=[O:52])[C@H:31]([CH2:48][CH:49]([CH3:51])[CH3:50])[NH:32][C:33](=[O:47])[C@@H:34]([CH:43]([CH2:45][CH3:46])[CH3:44])[NH:35]C(=O)OC(C)(C)C.C([O-])(O)=O.[Na+]. Product: [NH2:35][C@H:34]([CH:43]([CH3:44])[CH2:45][CH3:46])[C:33](=[O:47])[NH:32][C@@H:31]([CH2:48][CH:49]([CH3:51])[CH3:50])[C:30](=[O:52])[N:29]([CH3:53])[C@@H:28]([CH2:54][CH:55]([CH3:57])[CH3:56])[C:27](=[O:58])[NH:26][C@@H:25]([CH3:59])[C:24](=[O:60])[NH:23][C@H:22]([CH3:61])[C:21](=[O:62])[N:20]([CH3:63])[C@@H:19]([CH2:64][CH:65]([CH3:66])[CH3:67])[C:18](=[O:68])[NH:17][C@@H:16]([CH2:69][CH:70]([CH3:71])[CH3:72])[C:15](=[O:73])[N:14]([CH3:74])[C@@H:13]([CH:75]([CH3:77])[CH3:76])[C:12](=[O:78])[N:11]([CH3:79])[C@@H:10]([C@H:80]([OH:87])[C@H:81]([CH3:86])[CH2:82]/[CH:83]=[CH:84]/[CH3:85])[C:9](=[O:88])[NH:8][C@@H:7]([C@H:89]([OH:91])[CH3:90])[C:6](=[O:92])[N:5]([CH3:93])[CH2:4][C:3]([OH:94])=[O:2]. The catalyst class is: 137.